From a dataset of Forward reaction prediction with 1.9M reactions from USPTO patents (1976-2016). Predict the product of the given reaction. (1) The product is: [CH2:1]([C:7]1[C:15]2[C:10](=[CH:11][CH:12]=[CH:13][CH:14]=2)[N:9]([CH3:20])[CH:8]=1)[CH2:2][CH2:3][CH2:4][CH2:5][CH3:6]. Given the reactants [CH2:1]([C:7]1[C:15]2[C:10](=[CH:11][CH:12]=[CH:13][CH:14]=2)[NH:9][CH:8]=1)[CH2:2][CH2:3][CH2:4][CH2:5][CH3:6].[OH-].[K+].[Cl-].[NH4+].[C:20](OCC)(=O)C, predict the reaction product. (2) The product is: [Si:35]([O:42][CH2:43][C@@H:44]1[CH2:53][C:52]2[C:47](=[CH:48][CH:49]=[CH:50][CH:51]=2)[CH2:46][N:45]1[C:54]([C:56]1[CH:57]=[C:58]([CH:66]=[CH:67][C:68]=1[CH:69]=[C:70]([N+:75]([O-:77])=[O:76])[CH2:71][CH2:72][CH2:73][CH3:74])[C:59]([O:61][C:62]([CH3:64])([CH3:65])[CH3:63])=[O:60])=[O:55])([C:38]([CH3:40])([CH3:39])[CH3:41])([CH3:37])[CH3:36]. Given the reactants [N+](C(CCCC)=CC1C=CC(C(OC(C)(C)C)=O)=CC=1C(N1CCC2C(=CC=CC=2)C1)=O)([O-])=O.[Si:35]([O:42][CH2:43][C@@H:44]1[CH2:53][C:52]2[C:47](=[CH:48][CH:49]=[CH:50][CH:51]=2)[CH2:46][N:45]1[C:54]([C:56]1[CH:57]=[C:58]([CH:66]=[CH:67][C:68]=1[CH:69](O)[CH:70]([N+:75]([O-:77])=[O:76])[CH2:71][CH2:72][CH2:73][CH3:74])[C:59]([O:61][C:62]([CH3:65])([CH3:64])[CH3:63])=[O:60])=[O:55])([C:38]([CH3:41])([CH3:40])[CH3:39])([CH3:37])[CH3:36], predict the reaction product. (3) Given the reactants [K+].[C:2]([O:8][CH2:9][CH3:10])(=[O:7])[CH2:3][C:4]([O-:6])=[O:5].Cl.C(N([CH2:17][CH3:18])CC)C.[CH2:19]1[CH2:23]O[CH2:21][CH2:20]1.[K+].[Br-].[OH2:26], predict the reaction product. The product is: [OH:26][C@@H:10]1[C:23]2[C:19](=[CH:23][CH:19]=[CH:20][CH:21]=2)[CH:20]=[CH:21][C@H:9]1[O:8][C:2](=[O:7])[CH2:3][C:4]([O:6][CH2:17][CH3:18])=[O:5].